Dataset: Forward reaction prediction with 1.9M reactions from USPTO patents (1976-2016). Task: Predict the product of the given reaction. (1) Given the reactants [C:1]([OH:10])(=[O:9])[C:2]1[C:3](=[CH:5][CH:6]=[CH:7][CH:8]=1)[NH2:4].[OH-:11].[Na+].[C:13](Cl)(=[O:23])[C:14]1[CH:22]=[CH:21][C:17]([C:18](Cl)=O)=[CH:16][CH:15]=1.O, predict the reaction product. The product is: [C:14]1([C:13]2[O:23][C:1](=[O:11])[C:2]3[CH:8]=[CH:7][CH:6]=[CH:5][C:3]=3[N:4]=2)[CH:22]=[CH:21][C:17]([C:18]2[O:9][C:1](=[O:10])[C:2]3[CH:8]=[CH:7][CH:6]=[CH:5][C:3]=3[N:4]=2)=[CH:16][CH:15]=1. (2) Given the reactants B1(C)OC(C2C=CC=CC=2)(C2C=CC=CC=2)[C@H]2N1CCC2.S(C)C.[F:25][C:26]([F:37])([F:36])[C:27]1[CH:32]=[CH:31][C:30]([C:33](=[O:35])[CH3:34])=[CH:29][CH:28]=1.Cl, predict the reaction product. The product is: [F:25][C:26]([F:36])([F:37])[C:27]1[CH:28]=[CH:29][C:30]([C@H:33]([OH:35])[CH3:34])=[CH:31][CH:32]=1.